From a dataset of Forward reaction prediction with 1.9M reactions from USPTO patents (1976-2016). Predict the product of the given reaction. Given the reactants [OH:1][CH:2]([CH2:15][C:16]([O:18][CH3:19])=[O:17])[CH2:3][C:4]1[C:9]([CH3:10])=[CH:8][C:7](B(O)O)=[CH:6][C:5]=1[CH3:14].[NH2:20][C:21]1[CH:22]=[C:23]2[C:28](=[CH:29][CH:30]=1)[C:27]([N:31]([C:39]([O:41][C:42]([CH3:45])([CH3:44])[CH3:43])=[O:40])[C:32]([O:34][C:35]([CH3:38])([CH3:37])[CH3:36])=[O:33])=[N:26][CH:25]=[C:24]2[F:46].O.[C:48]([OH:52])(=O)[CH:49]=O.Cl.[CH:54]1([S:57][C:58]2[CH:64]=[CH:63][C:61]([NH2:62])=[CH:60][C:59]=2[CH2:65][NH:66][CH3:67])[CH2:56][CH2:55]1.F[P-](F)(F)(F)(F)F.N1(O[P+](N(C)C)(N(C)C)N(C)C)C2C=CC=CC=2N=N1, predict the reaction product. The product is: [NH2:62][C:61]1[CH:63]=[CH:64][C:58]([S:57][CH:54]2[CH2:56][CH2:55]2)=[C:59]([CH2:65][N:66]([CH3:67])[C:48]([CH:49]([NH:20][C:21]2[CH:22]=[C:23]3[C:28](=[CH:29][CH:30]=2)[C:27]([N:31]([C:39]([O:41][C:42]([CH3:45])([CH3:44])[CH3:43])=[O:40])[C:32]([O:34][C:35]([CH3:37])([CH3:38])[CH3:36])=[O:33])=[N:26][CH:25]=[C:24]3[F:46])[C:7]2[CH:8]=[C:9]([CH3:10])[C:4]([CH2:3][CH:2]([OH:1])[CH2:15][C:16]([O:18][CH3:19])=[O:17])=[C:5]([CH3:14])[CH:6]=2)=[O:52])[CH:60]=1.